Dataset: Full USPTO retrosynthesis dataset with 1.9M reactions from patents (1976-2016). Task: Predict the reactants needed to synthesize the given product. Given the product [Cl:25][C:22]1[CH:23]=[CH:24][C:19]([C:17]2[C:12]3[CH:13]=[CH:14][CH:15]=[CH:16][C:11]=3[C:10]3=[C:9]([CH3:26])[O:8][N:7]=[C:6]3[CH:4]([CH3:5])[N:1]=2)=[CH:20][CH:21]=1, predict the reactants needed to synthesize it. The reactants are: [N:1]([CH:4]([C:6]1[C:10]([C:11]2[CH:16]=[CH:15][CH:14]=[CH:13][C:12]=2[C:17]([C:19]2[CH:24]=[CH:23][C:22]([Cl:25])=[CH:21][CH:20]=2)=O)=[C:9]([CH3:26])[O:8][N:7]=1)[CH3:5])=[N+]=[N-].CP(C)C.